This data is from Forward reaction prediction with 1.9M reactions from USPTO patents (1976-2016). The task is: Predict the product of the given reaction. (1) The product is: [N:21]1([S:2]([C:5]2[CH:6]=[C:7]([CH:12]=[C:13]([C:15]([F:18])([F:17])[F:16])[CH:14]=2)[C:8]([O:10][CH3:11])=[O:9])(=[O:4])=[O:3])[CH2:22][CH2:27][CH2:25]1. Given the reactants Cl[S:2]([C:5]1[CH:6]=[C:7]([CH:12]=[C:13]([C:15]([F:18])([F:17])[F:16])[CH:14]=1)[C:8]([O:10][CH3:11])=[O:9])(=[O:4])=[O:3].CC[N:21]([CH:25]([CH3:27])C)[CH:22](C)C.N1CCC1.[NH4+].[Cl-], predict the reaction product. (2) Given the reactants [C:1]([O:11][C:12]1[CH:17]=[C:16]([Cl:18])[C:15]([O:19][C:20]2[CH:25]=[CH:24][C:23]([N+:26]([O-])=O)=[CH:22][CH:21]=2)=[C:14]([Cl:29])[C:13]=1[CH2:30][CH3:31])(=[O:10])[CH:2]=[CH:3][C:4]1[CH:9]=[CH:8][CH:7]=[CH:6][CH:5]=1.C(OC(=O)C)C, predict the reaction product. The product is: [C:1]([O:11][C:12]1[CH:17]=[C:16]([Cl:18])[C:15]([O:19][C:20]2[CH:21]=[CH:22][C:23]([NH2:26])=[CH:24][CH:25]=2)=[C:14]([Cl:29])[C:13]=1[CH2:30][CH3:31])(=[O:10])[CH:2]=[CH:3][C:4]1[CH:5]=[CH:6][CH:7]=[CH:8][CH:9]=1. (3) Given the reactants [I:1][C:2]1[CH:3]=[C:4]([CH:9]=[CH:10][CH:11]=1)[C:5](OC)=[O:6].O.[NH2:13][NH2:14].O, predict the reaction product. The product is: [I:1][C:2]1[CH:3]=[C:4]([CH:9]=[CH:10][CH:11]=1)[C:5]([NH:13][NH2:14])=[O:6]. (4) Given the reactants [Br:1][C:2]1[CH:7]=[CH:6][C:5]([CH:8]([C:20]2[CH:25]=[CH:24][CH:23]=[CH:22][C:21]=2[CH3:26])[CH2:9][C:10]([C:12]2[CH:13]=[CH:14][C:15](=[O:19])[N:16]([CH3:18])[CH:17]=2)=[O:11])=[CH:4][CH:3]=1.[CH3:27][O:28][C:29](=[O:34])[CH2:30][CH2:31]CBr.C(=O)([O-])[O-].[K+].[K+], predict the reaction product. The product is: [CH3:27][O:28][C:29](=[O:34])[CH2:30][CH2:31][CH2:18][N:16]1[CH:17]=[C:12]([C:10](=[O:11])[CH2:9][CH:8]([C:5]2[CH:4]=[CH:3][C:2]([Br:1])=[CH:7][CH:6]=2)[C:20]2[CH:25]=[CH:24][CH:23]=[CH:22][C:21]=2[CH3:26])[CH:13]=[CH:14][C:15]1=[O:19].